The task is: Predict the product of the given reaction.. This data is from Forward reaction prediction with 1.9M reactions from USPTO patents (1976-2016). (1) The product is: [F:1][C:2]1[CH:7]=[CH:6][C:5]([CH2:8][C:9]2[CH:18]=[C:17]3[C:12]([C:13]([OH:25])=[C:14]([C:20]([NH:26][CH2:27][CH2:28][O:29][CH:30]([CH3:32])[CH3:31])=[O:21])[C:15](=[O:19])[NH:16]3)=[N:11][CH:10]=2)=[CH:4][CH:3]=1. Given the reactants [F:1][C:2]1[CH:7]=[CH:6][C:5]([CH2:8][C:9]2[CH:18]=[C:17]3[C:12]([C:13]([OH:25])=[C:14]([C:20](OCC)=[O:21])[C:15](=[O:19])[NH:16]3)=[N:11][CH:10]=2)=[CH:4][CH:3]=1.[NH2:26][CH2:27][CH2:28][O:29][CH:30]([CH3:32])[CH3:31], predict the reaction product. (2) Given the reactants [NH2:1][C:2]1[C:11]2[C:6](=[CH:7][CH:8]=[CH:9][C:10]=2[O:12][CH2:13][C@@H:14]([NH2:16])[CH3:15])[N:5]=[C:4]([CH3:17])[C:3]=1[C:18]([O:20][CH2:21][CH3:22])=[O:19].[OH:23][C:24]1[CH:25]=[C:26]([CH:30]=[CH:31][CH:32]=1)[C:27](O)=[O:28], predict the reaction product. The product is: [NH2:1][C:2]1[C:11]2[C:6](=[CH:7][CH:8]=[CH:9][C:10]=2[O:12][CH2:13][C@@H:14]([NH:16][C:27](=[O:28])[C:26]2[CH:30]=[CH:31][CH:32]=[C:24]([OH:23])[CH:25]=2)[CH3:15])[N:5]=[C:4]([CH3:17])[C:3]=1[C:18]([O:20][CH2:21][CH3:22])=[O:19]. (3) Given the reactants [Cl:1][C:2]1[CH:7]=[CH:6][C:5]([OH:8])=[CH:4][C:3]=1[C:9]1[C:18]2[C:13](=[C:14]([O:19][CH3:20])[CH:15]=[CH:16][CH:17]=2)[N:12]=[CH:11][N:10]=1.[CH3:21][S:22]([C:25]1[CH:26]=[C:27](B(O)O)[CH:28]=[CH:29][CH:30]=1)(=[O:24])=[O:23].N1C=CC=CC=1, predict the reaction product. The product is: [Cl:1][C:2]1[CH:7]=[CH:6][C:5]([O:8][C:29]2[CH:28]=[CH:27][CH:26]=[C:25]([S:22]([CH3:21])(=[O:24])=[O:23])[CH:30]=2)=[CH:4][C:3]=1[C:9]1[C:18]2[C:13](=[C:14]([O:19][CH3:20])[CH:15]=[CH:16][CH:17]=2)[N:12]=[CH:11][N:10]=1. (4) Given the reactants [Cl:1][C:2]1[C:3]([O:11][CH3:12])=[C:4]([CH:7]=[C:8]([Cl:10])[CH:9]=1)[CH2:5]O.Cl.[CH:14]([CH:27]1[C:32](=[O:33])[CH2:31][CH2:30][NH:29][CH2:28]1)([C:21]1[CH:26]=[CH:25][CH:24]=[CH:23][CH:22]=1)[C:15]1[CH:20]=[CH:19][CH:18]=[CH:17][CH:16]=1.C(N(C(C)C)CC)(C)C.C(=O)(O)[O-].[Na+], predict the reaction product. The product is: [CH:14]([CH:27]1[C:32](=[O:33])[CH2:31][CH2:30][N:29]([CH2:5][C:4]2[CH:7]=[C:8]([Cl:10])[CH:9]=[C:2]([Cl:1])[C:3]=2[O:11][CH3:12])[CH2:28]1)([C:21]1[CH:26]=[CH:25][CH:24]=[CH:23][CH:22]=1)[C:15]1[CH:16]=[CH:17][CH:18]=[CH:19][CH:20]=1. (5) Given the reactants Cl[C:2]1[CH:3]=[CH:4][C:5]2[N:6]([C:8]([CH2:11][OH:12])=[N:9][N:10]=2)[N:7]=1.[C:13]1(B(O)O)[CH:18]=[CH:17][CH:16]=[CH:15][CH:14]=1.C([O-])([O-])=O.[K+].[K+].O1CCOCC1, predict the reaction product. The product is: [C:13]1([C:2]2[CH:3]=[CH:4][C:5]3[N:6]([C:8]([CH2:11][OH:12])=[N:9][N:10]=3)[N:7]=2)[CH:18]=[CH:17][CH:16]=[CH:15][CH:14]=1. (6) Given the reactants [CH3:1][O:2][C:3]1[CH:8]=[CH:7][C:6]([C:9]([NH:22][CH2:23][CH2:24][N:25]([C:31](=[O:53])[CH2:32][C:33]2[C:41]3[C:36](=[N:37][CH:38]=[N:39][C:40]=3[NH:42][C:43]([C:45]3[CH:50]=[CH:49][C:48]([O:51][CH3:52])=[CH:47][CH:46]=3)=[O:44])[NH:35][N:34]=2)[CH2:26][C:27]([O:29]C)=[O:28])([C:16]2[CH:21]=[CH:20][CH:19]=[CH:18][CH:17]=2)[C:10]2[CH:15]=[CH:14][CH:13]=[CH:12][CH:11]=2)=[CH:5][CH:4]=1.[OH-].[Na+], predict the reaction product. The product is: [CH3:1][O:2][C:3]1[CH:4]=[CH:5][C:6]([C:9]([NH:22][CH2:23][CH2:24][N:25]([C:31](=[O:53])[CH2:32][C:33]2[C:41]3[C:36](=[N:37][CH:38]=[N:39][C:40]=3[NH:42][C:43]([C:45]3[CH:46]=[CH:47][C:48]([O:51][CH3:52])=[CH:49][CH:50]=3)=[O:44])[NH:35][N:34]=2)[CH2:26][C:27]([OH:29])=[O:28])([C:16]2[CH:17]=[CH:18][CH:19]=[CH:20][CH:21]=2)[C:10]2[CH:15]=[CH:14][CH:13]=[CH:12][CH:11]=2)=[CH:7][CH:8]=1. (7) The product is: [F:1][C:2]1[CH:3]=[C:4]([CH:7]=[CH:8][C:9]=1[N+:10]([O-:12])=[O:11])[CH:5]=[N:14][OH:15]. Given the reactants [F:1][C:2]1[CH:3]=[C:4]([CH:7]=[CH:8][C:9]=1[N+:10]([O-:12])=[O:11])[CH:5]=O.Cl.[NH2:14][OH:15], predict the reaction product. (8) Given the reactants [CH3:1][C:2]1[N:6]2[CH:7]=[C:8]([C:11]([F:14])([F:13])[F:12])[CH:9]=[CH:10][C:5]2=[N:4][C:3]=1[NH:15][C:16](=[O:22])[O:17][C:18]([CH3:21])([CH3:20])[CH3:19].[H-].[Na+].[C:25]1([S:31](Cl)(=[O:33])=[O:32])[CH:30]=[CH:29][CH:28]=[CH:27][CH:26]=1, predict the reaction product. The product is: [C:18]([O:17][C:16]([N:15]([C:3]1[N:4]=[C:5]2[CH:10]=[CH:9][C:8]([C:11]([F:13])([F:12])[F:14])=[CH:7][N:6]2[C:2]=1[CH3:1])[S:31]([C:25]1[CH:30]=[CH:29][CH:28]=[CH:27][CH:26]=1)(=[O:33])=[O:32])=[O:22])([CH3:19])([CH3:21])[CH3:20]. (9) The product is: [OH:1][C:2]1[C:9]([OH:10])=[CH:8][C:5]([C:6]#[N:7])=[C:4]([CH2:12][C:13]2[CH:14]=[CH:15][C:16]([C:19]([F:20])([F:21])[F:22])=[CH:17][CH:18]=2)[C:3]=1[C:23]#[N:24]. Given the reactants [OH:1][C:2]1[C:9]([O:10]C)=[CH:8][C:5]([C:6]#[N:7])=[C:4]([CH2:12][C:13]2[CH:18]=[CH:17][C:16]([C:19]([F:22])([F:21])[F:20])=[CH:15][CH:14]=2)[C:3]=1[C:23]#[N:24].BrC1C(C#N)=C(O)C(OC)=CC=1C#N.CC1(C)C(C)(C)OB(CC2C=CC(C(F)(F)F)=CC=2)O1, predict the reaction product. (10) Given the reactants [NH:1]1[C:10]2[C:5](=[CH:6][CH:7]=[C:8]([CH:11]3[CH2:16][CH2:15][N:14]([C:17]4[N:22]=[C:21]([CH3:23])[N:20]=[C:19](Cl)[C:18]=4[CH3:25])[CH2:13][CH2:12]3)[N:9]=2)[CH2:4][CH2:3][CH2:2]1.[NH2:26][CH2:27][C@@H:28]([C:40]([O:42][C:43]([CH3:46])([CH3:45])[CH3:44])=[O:41])[NH:29][C:30]([O:32][CH2:33][C:34]1[CH:39]=[CH:38][CH:37]=[CH:36][CH:35]=1)=[O:31].[F-].[Cs+], predict the reaction product. The product is: [CH3:46][C:43]([O:42][C:40](=[O:41])[C@H:28]([CH2:27][NH:26][C:19]1[C:18]([CH3:25])=[C:17]([N:14]2[CH2:15][CH2:16][CH:11]([C:8]3[N:9]=[C:10]4[C:5]([CH2:4][CH2:3][CH2:2][NH:1]4)=[CH:6][CH:7]=3)[CH2:12][CH2:13]2)[N:22]=[C:21]([CH3:23])[N:20]=1)[NH:29][C:30]([O:32][CH2:33][C:34]1[CH:39]=[CH:38][CH:37]=[CH:36][CH:35]=1)=[O:31])([CH3:44])[CH3:45].